This data is from NCI-60 drug combinations with 297,098 pairs across 59 cell lines. The task is: Regression. Given two drug SMILES strings and cell line genomic features, predict the synergy score measuring deviation from expected non-interaction effect. Drug 1: C1=NC2=C(N1)C(=S)N=C(N2)N. Drug 2: CS(=O)(=O)OCCCCOS(=O)(=O)C. Cell line: NCI-H226. Synergy scores: CSS=9.82, Synergy_ZIP=-3.40, Synergy_Bliss=1.20, Synergy_Loewe=-5.49, Synergy_HSA=0.379.